Dataset: Reaction yield outcomes from USPTO patents with 853,638 reactions. Task: Predict the reaction yield, written as a fraction of the theoretical maximum amount of product (1.0 means a 100% yield; for example, 0.34 means a 34% yield). (1) The reactants are [N:1]1([CH2:7][CH:8]([OH:11])[CH2:9][OH:10])[CH2:6][CH2:5][O:4][CH2:3][CH2:2]1.[S:12](Cl)([Cl:14])=[O:13]. The catalyst is C(Cl)Cl. The product is [ClH:14].[O:13]=[S:12]1[O:11][CH:8]([CH2:7][N:1]2[CH2:6][CH2:5][O:4][CH2:3][CH2:2]2)[CH2:9][O:10]1. The yield is 0.970. (2) The reactants are [F:1][C:2]1[CH:8]=[C:7]([I:9])[CH:6]=[CH:5][C:3]=1[NH2:4].CN.O.C1(C)C=CC=CC=1.[CH3:20][N:21]([CH:23]=[O:24])C. No catalyst specified. The product is [F:1][C:2]1[CH:8]=[C:7]([I:9])[CH:6]=[CH:5][C:3]=1[NH:4][C:23]([NH:21][CH3:20])=[O:24]. The yield is 0.930. (3) The reactants are ON1C2C=CC=CC=2N=N1.[NH:11]1[CH2:16][CH2:15][O:14][CH2:13][CH2:12]1.CN1C=CC([C:23]2[C:24]([C:34]([OH:36])=O)=[N:25][N:26]([C:28]3[CH:29]=[N:30][CH:31]=[CH:32][CH:33]=3)[CH:27]=2)=C1.Cl.[CH3:38][N:39]([CH3:48])[CH2:40][CH2:41][CH2:42]N=C=NCC. The product is [CH3:38][N:39]1[CH:48]=[CH:42][C:41]([C:27]2[N:26]([C:28]3[CH:29]=[N:30][CH:31]=[CH:32][CH:33]=3)[N:25]=[C:24]([C:34]([N:11]3[CH2:16][CH2:15][O:14][CH2:13][CH2:12]3)=[O:36])[CH:23]=2)=[CH:40]1. The yield is 0.700. The catalyst is ClCCl.C(N(CC)CC)C. (4) The reactants are [Br:1][C:2]1[CH:11]=[CH:10][C:5]([C:6]([O:8][CH3:9])=[O:7])=[CH:4][C:3]=1[S:12]([N:15]1[CH2:21][CH2:20][CH2:19][CH:18]([OH:22])[CH2:17][CH2:16]1)(=[O:14])=[O:13].[H-].[Na+].Br[CH2:26][C:27]1[CH:32]=[CH:31][CH:30]=[CH:29][CH:28]=1.[NH4+].[Cl-]. The catalyst is CN(C=O)C. The product is [CH2:26]([O:22][CH:18]1[CH2:19][CH2:20][CH2:21][N:15]([S:12]([C:3]2[CH:4]=[C:5]([CH:10]=[CH:11][C:2]=2[Br:1])[C:6]([O:8][CH3:9])=[O:7])(=[O:14])=[O:13])[CH2:16][CH2:17]1)[C:27]1[CH:32]=[CH:31][CH:30]=[CH:29][CH:28]=1. The yield is 0.447. (5) The reactants are [F:1][C:2]([F:35])([F:34])[C:3]([NH:5][C@@H:6]([CH3:33])[C@H:7]([O:16][C:17]1[CH:18]=[C:19]2[C:23](=[CH:24][CH:25]=1)[N:22]([C:26]1[CH:31]=[CH:30][C:29]([F:32])=[CH:28][CH:27]=1)[N:21]=[CH:20]2)[C:8]1[CH:13]=[CH:12][CH:11]=[C:10]([O:14]C)[CH:9]=1)=[O:4].[Cl-].[Al+3].[Cl-].[Cl-]. The catalyst is CC1C=CC=CC=1. The product is [F:34][C:2]([F:1])([F:35])[C:3]([NH:5][C@@H:6]([CH3:33])[C@H:7]([O:16][C:17]1[CH:18]=[C:19]2[C:23](=[CH:24][CH:25]=1)[N:22]([C:26]1[CH:27]=[CH:28][C:29]([F:32])=[CH:30][CH:31]=1)[N:21]=[CH:20]2)[C:8]1[CH:13]=[CH:12][CH:11]=[C:10]([OH:14])[CH:9]=1)=[O:4]. The yield is 0.420. (6) The reactants are [F:1][C:2]1[CH:7]=[C:6]([N+:8]([O-:10])=[O:9])[CH:5]=[CH:4][C:3]=1[NH2:11].[Br:12]Br.C([O-])(O)=O.[Na+]. The catalyst is CC(O)=O. The product is [Br:12][C:4]1[CH:5]=[C:6]([N+:8]([O-:10])=[O:9])[CH:7]=[C:2]([F:1])[C:3]=1[NH2:11]. The yield is 0.970. (7) The reactants are C(OC([N:8]1[CH2:13][CH2:12][N:11]([C:14]2[CH:15]=[N:16][C:17]([NH:20][C:21]3[N:22]=[CH:23][C:24]4[CH:30]=[C:29]([O:31][CH2:32][CH2:33][O:34][CH2:35][CH3:36])[C:28](=[O:37])[N:27]([CH:38]5[CH2:42][CH2:41][CH2:40][CH2:39]5)[C:25]=4[N:26]=3)=[CH:18][CH:19]=2)[CH2:10][CH2:9]1)=O)(C)(C)C.[ClH:43]. The catalyst is C(Cl)Cl.CCOCC. The product is [ClH:43].[CH:38]1([N:27]2[C:25]3[N:26]=[C:21]([NH:20][C:17]4[CH:18]=[CH:19][C:14]([N:11]5[CH2:12][CH2:13][NH:8][CH2:9][CH2:10]5)=[CH:15][N:16]=4)[N:22]=[CH:23][C:24]=3[CH:30]=[C:29]([O:31][CH2:32][CH2:33][O:34][CH2:35][CH3:36])[C:28]2=[O:37])[CH2:39][CH2:40][CH2:41][CH2:42]1. The yield is 0.520.